This data is from Forward reaction prediction with 1.9M reactions from USPTO patents (1976-2016). The task is: Predict the product of the given reaction. (1) The product is: [NH2:21][C:20]1[C:3]2[C:4]([C:12]3[CH:17]=[CH:16][CH:15]=[CH:14][C:13]=3[O:18][CH3:19])=[N:5][C:6]([NH:8][CH:9]3[CH2:11][CH2:10]3)=[N:7][C:2]=2[S:22][C:23]=1[C:24]([NH2:26])=[O:25]. Given the reactants Cl[C:2]1[N:7]=[C:6]([NH:8][CH:9]2[CH2:11][CH2:10]2)[N:5]=[C:4]([C:12]2[CH:17]=[CH:16][CH:15]=[CH:14][C:13]=2[O:18][CH3:19])[C:3]=1[C:20]#[N:21].[SH:22][CH2:23][C:24]([NH2:26])=[O:25].C(=O)([O-])[O-].[Na+].[Na+].[O-]CC.[Na+], predict the reaction product. (2) Given the reactants [CH3:1][C:2]1[C:3](=[O:9])[NH:4][C:5](=[O:8])[NH:6][CH:7]=1.C([O-])([O-])=O.[K+].[K+].Br[CH2:17][CH2:18][CH2:19][CH2:20][Cl:21].O, predict the reaction product. The product is: [Cl:21][CH2:20][CH2:19][CH2:18][CH2:17][N:6]1[CH:7]=[C:2]([CH3:1])[C:3](=[O:9])[NH:4][C:5]1=[O:8]. (3) The product is: [NH2:18][C:19]1[O:4][C:3]([C:2]([OH:1])([CH2:7][CH3:8])[C:9]([F:10])([F:11])[F:12])=[N:5][N:6]=1. Given the reactants [OH:1][C:2]([C:9]([F:12])([F:11])[F:10])([CH2:7][CH3:8])[C:3]([NH:5][NH2:6])=[O:4].C([O-])(O)=O.[Na+].[N:18]#[C:19]Br, predict the reaction product. (4) Given the reactants [I:1][C:2]1[C:10]2[C:5](=[CH:6][CH:7]=[C:8]([C:11]([OH:13])=O)[CH:9]=2)[NH:4][N:3]=1.[CH:14]1([CH:19]([C:21]2[CH:26]=[CH:25][CH:24]=[CH:23][CH:22]=2)[NH2:20])[CH2:18][CH2:17][CH2:16][CH2:15]1.CN(C(ON1N=NC2C=CC=CC1=2)=[N+](C)C)C.[B-](F)(F)(F)F.CCN(C(C)C)C(C)C, predict the reaction product. The product is: [CH:14]1([CH:19]([C:21]2[CH:22]=[CH:23][CH:24]=[CH:25][CH:26]=2)[NH:20][C:11]([C:8]2[CH:9]=[C:10]3[C:5](=[CH:6][CH:7]=2)[NH:4][N:3]=[C:2]3[I:1])=[O:13])[CH2:15][CH2:16][CH2:17][CH2:18]1.